Dataset: CYP2C9 inhibition data for predicting drug metabolism from PubChem BioAssay. Task: Regression/Classification. Given a drug SMILES string, predict its absorption, distribution, metabolism, or excretion properties. Task type varies by dataset: regression for continuous measurements (e.g., permeability, clearance, half-life) or binary classification for categorical outcomes (e.g., BBB penetration, CYP inhibition). Dataset: cyp2c9_veith. (1) The drug is COc1cccc(-c2cc(=O)c3ccccc3o2)c1N. The result is 1 (inhibitor). (2) The drug is C[N+](C)(C)CCCCCC[N+](C)(C)C.O.O.[Br-].[Br-]. The result is 0 (non-inhibitor).